This data is from Blood-brain barrier penetration binary classification data from Martins et al.. The task is: Regression/Classification. Given a drug SMILES string, predict its absorption, distribution, metabolism, or excretion properties. Task type varies by dataset: regression for continuous measurements (e.g., permeability, clearance, half-life) or binary classification for categorical outcomes (e.g., BBB penetration, CYP inhibition). Dataset: bbb_martins. (1) The compound is CN1CCCCC1CCN1c2ccccc2Sc2ccc(S(C)=O)cc21. The result is 1 (penetrates BBB). (2) The compound is OC[C@@H](O)[C@H]1OC2O[C@H](C(Cl)(Cl)Cl)O[C@@H]2[C@H]1O. The result is 1 (penetrates BBB). (3) The result is 0 (does not penetrate BBB). The compound is CO[C@@H]1[C@@H](OC(N)=O)[C@@H](O)[C@H](Oc2ccc3c(=O)c(NC(=O)c4ccc(O)c(CC=C(C)C)c4)c(O)oc3c2C)OC1(C)C. (4) The molecule is CCNC1=Nc2ccc(Cl)cc2C(C)(c2ccccc2)O1.[Cl-].[H+]. The result is 1 (penetrates BBB). (5) The molecule is CCC(=O)OC1(c2ccccc2)CCN(C)CC1C. The result is 1 (penetrates BBB). (6) The compound is CN(C)C(=O)Oc1ccc[n+](C)c1.[Br-]. The result is 1 (penetrates BBB). (7) The drug is COc1ccc2c(C3CCN(CCCC(=O)c4ccc(F)cc4)CC3)c(C)[nH]c2c1. The result is 1 (penetrates BBB). (8) The compound is CCOC(=O)OCC/C(SC(=O)OCC)=C(\C)N(C=O)Cc1cnc(C)nc1N. The result is 1 (penetrates BBB). (9) The molecule is NCC(O)c1cccc(O)c1. The result is 0 (does not penetrate BBB).